Dataset: Experimentally validated miRNA-target interactions with 360,000+ pairs, plus equal number of negative samples. Task: Binary Classification. Given a miRNA mature sequence and a target amino acid sequence, predict their likelihood of interaction. (1) The miRNA is hsa-miR-1249-5p with sequence AGGAGGGAGGAGAUGGGCCAAGUU. The protein sequence of the target gene is MNKLTFHNNKAMQDRRRVCIFLPNDKSVSIIINVKILCHQLLVQVCDLLRLKDSHLFGLSVIQNNEHVYMELSQKLYKYCPKEWKKEASKVRQYEVTWGIDQFGPPMIIHFRVQYYVENGKLISDRIARYYYYWHLRKQVLHSQCVLREEAYFLLAAFALQADLGNFKRKLHHGDYFEPEAYFPAWVVSKRGKDYILKHIPNMHKDQFALTASEAYLKYIKEAVRLDDVAIHYYRLYKDKREAEGSLTLGLTMRGIQIFQNLEEEKQLLYDFPWTNVGKLVFVGKKFEILPDGLPSARKL.... Result: 0 (no interaction). (2) The miRNA is hsa-miR-335-5p with sequence UCAAGAGCAAUAACGAAAAAUGU. The protein sequence of the target gene is MKRVLVLLLAVAFGHALERGRDYEKNKVCKEFSHLGKEDFTSLSLVLYSRKFPSGTFEQVSQLVKEVVSLTEACCAEGADPDCYDTRTSALSAKSCESNSPFPVHPGTAECCTKEGLERKLCMAALKHQPQEFPTYVEPTNDEICEAFRKDPKEYANQFMWEYSTNYGQAPLSLLVSYTKSYLSMVGSCCTSASPTVCFLKERLQLKHLSLLTTLSNRVCSQYAAYGEKKSRLSNLIKLAQKVPTADLEDVLPLAEDITNILSKCCESASEDCMAKELPEHTVKLCDNLSTKNSKFEDCC.... Result: 1 (interaction). (3) The miRNA is hsa-miR-3200-3p with sequence CACCUUGCGCUACUCAGGUCUG. The protein sequence of the target gene is MTGKLYGNKDNFRTQKVLIAAKLANKTVTLAGDAAPADKFPLGVTPAFEGDALLFGAESIGLHLTGTSANAETVQWLQFAEGYLLPAVLGYVLPSVSAANFDKKTVEQYKNELNGQLQVLDRVLVKKTYLVGERLSLADVSVALDLLPAFQYVLDANARKSIVNVTRWFRTVVNQPAVKEVLGEVSLASSVAQFNQAKFTELSAKVAKSAPKAEKPKKEAKPAAAAAQPEDDEPKEEKSKDPFQDMPKGTFVLDNFKRSYSNEDTATKAIPHFWENFDADNWSIWKCEYKYPEDLTLAFM.... Result: 0 (no interaction).